From a dataset of Forward reaction prediction with 1.9M reactions from USPTO patents (1976-2016). Predict the product of the given reaction. Given the reactants C(OC(=O)[NH:7][C@H:8]1[CH2:13][CH2:12][CH2:11][N:10]([C:14]2[CH:19]=[CH:18][C:17]([NH:20][C:21]3[C:30]4[C:25](=[CH:26][CH:27]=[C:28]([C:31]5[CH:36]=[C:35]([Cl:37])[C:34]([OH:38])=[C:33]([Cl:39])[CH:32]=5)[N:29]=4)[N:24]=[CH:23][C:22]=3[C:40](=[O:42])[CH3:41])=[CH:16][N:15]=2)[CH2:9]1)(C)(C)C.C(O)(C(F)(F)F)=O, predict the reaction product. The product is: [ClH:37].[ClH:37].[ClH:37].[NH2:7][C@H:8]1[CH2:13][CH2:12][CH2:11][N:10]([C:14]2[N:15]=[CH:16][C:17]([NH:20][C:21]3[C:30]4[C:25](=[CH:26][CH:27]=[C:28]([C:31]5[CH:32]=[C:33]([Cl:39])[C:34]([OH:38])=[C:35]([Cl:37])[CH:36]=5)[N:29]=4)[N:24]=[CH:23][C:22]=3[C:40](=[O:42])[CH3:41])=[CH:18][CH:19]=2)[CH2:9]1.